This data is from Catalyst prediction with 721,799 reactions and 888 catalyst types from USPTO. The task is: Predict which catalyst facilitates the given reaction. (1) Reactant: [CH2:1]([O:3][C:4]1[C:9]([OH:10])=[CH:8][CH:7]=[CH:6][C:5]=1[C:11]([C:13]1[C:21]2[C:16](=[N:17][CH:18]=[CH:19][CH:20]=2)[N:15]([Si:22]([CH:29]([CH3:31])[CH3:30])([CH:26]([CH3:28])[CH3:27])[CH:23]([CH3:25])[CH3:24])[CH:14]=1)=[O:12])[CH3:2].[H-].[Na+].Br[CH2:35][C:36]1[CH:41]=[CH:40][C:39]([S:42]([CH3:45])(=[O:44])=[O:43])=[CH:38][C:37]=1[Cl:46].O. Product: [Cl:46][C:37]1[CH:38]=[C:39]([S:42]([CH3:45])(=[O:44])=[O:43])[CH:40]=[CH:41][C:36]=1[CH2:35][O:10][C:9]1[C:4]([O:3][CH2:1][CH3:2])=[C:5]([C:11]([C:13]2[C:21]3[C:16](=[N:17][CH:18]=[CH:19][CH:20]=3)[N:15]([Si:22]([CH:23]([CH3:24])[CH3:25])([CH:29]([CH3:30])[CH3:31])[CH:26]([CH3:28])[CH3:27])[CH:14]=2)=[O:12])[CH:6]=[CH:7][CH:8]=1. The catalyst class is: 7. (2) Reactant: [Cl:1][C:2]1[CH:3]=[C:4]([NH:9][C:10](=[O:17])[NH:11][NH:12][C:13](OC)=[O:14])[CH:5]=[C:6]([Cl:8])[CH:7]=1. Product: [Cl:8][C:6]1[CH:5]=[C:4]([N:9]2[C:10](=[O:17])[NH:11][NH:12][C:13]2=[O:14])[CH:3]=[C:2]([Cl:1])[CH:7]=1. The catalyst class is: 500. (3) Reactant: [Cl:1][C:2]1[CH:3]=[CH:4][C:5]([N:10]2[CH2:20][CH2:19][C:13]3[N:14]=[CH:15][N:16]=[C:17](Cl)[C:12]=3[CH2:11]2)=[C:6]([CH:9]=1)[C:7]#[N:8].[NH2:21][C@@H:22]([C:25]1[CH:26]=[N:27][C:28]([O:31][CH3:32])=[CH:29][CH:30]=1)[CH2:23][OH:24].C(N(CC)C(C)C)(C)C. Product: [Cl:1][C:2]1[CH:3]=[CH:4][C:5]([N:10]2[CH2:20][CH2:19][C:13]3[N:14]=[CH:15][N:16]=[C:17]([NH:21][C@@H:22]([C:25]4[CH:26]=[N:27][C:28]([O:31][CH3:32])=[CH:29][CH:30]=4)[CH2:23][OH:24])[C:12]=3[CH2:11]2)=[C:6]([CH:9]=1)[C:7]#[N:8]. The catalyst class is: 10.